This data is from Reaction yield outcomes from USPTO patents with 853,638 reactions. The task is: Predict the reaction yield, written as a fraction of the theoretical maximum amount of product (1.0 means a 100% yield; for example, 0.34 means a 34% yield). (1) The reactants are [Br:1][CH2:2][C@@H:3]([C:5]1[CH:10]=[CH:9][C:8]([O:11][CH2:12][C:13]2[CH:18]=[CH:17][CH:16]=[CH:15][CH:14]=2)=[C:7]([NH:19][CH:20]=[O:21])[CH:6]=1)[OH:4].N1C=CN=C1.[Si:27](Cl)([C:30]([CH3:33])([CH3:32])[CH3:31])([CH3:29])[CH3:28].C([Si](Cl)(C)C)CCC. The catalyst is CN(C)C=O.C(OC(C)C)(=O)C. The product is [CH2:12]([O:11][C:8]1[CH:9]=[CH:10][C:5]([C@@H:3]([O:4][Si:27]([C:30]([CH3:33])([CH3:32])[CH3:31])([CH3:29])[CH3:28])[CH2:2][Br:1])=[CH:6][C:7]=1[NH:19][CH:20]=[O:21])[C:13]1[CH:14]=[CH:15][CH:16]=[CH:17][CH:18]=1. The yield is 0.680. (2) The reactants are [CH:1]([C:3]1[CH:17]=[CH:16][C:6]([O:7][C:8]2[N:9]=[CH:10][C:11]([C:14]#[N:15])=[N:12][CH:13]=2)=[CH:5][CH:4]=1)=[O:2].C([O-])([O-])=[O:19].[K+].[K+].OO. The catalyst is CS(C)=O.C(Cl)Cl. The product is [CH:1]([C:3]1[CH:17]=[CH:16][C:6]([O:7][C:8]2[N:9]=[CH:10][C:11]([C:14]([NH2:15])=[O:19])=[N:12][CH:13]=2)=[CH:5][CH:4]=1)=[O:2]. The yield is 0.237. (3) The reactants are OO.[Cl:3][C:4]1[N:5]=[N:6][C:7]([Cl:10])=[CH:8][CH:9]=1.C1(=O)OC(=[O:15])C=C1.C(O)(=O)/C=C/C.CC1CCCCC1.[OH-].[Na+]. The catalyst is ClCCl. The product is [Cl:3][C:4]1[N:5]=[N+:6]([O-:15])[C:7]([Cl:10])=[CH:8][CH:9]=1. The yield is 0.743. (4) The reactants are [CH3:1][C:2]1[CH:11]=[C:10]([CH3:12])[CH:9]=[C:8]2[C:3]=1[CH2:4][CH2:5][CH2:6][C:7]2=[N:13]O. The catalyst is N.[Ni]. The product is [CH3:1][C:2]1[CH:11]=[C:10]([CH3:12])[CH:9]=[C:8]2[C:3]=1[CH2:4][CH2:5][CH2:6][CH:7]2[NH2:13]. The yield is 0.930. (5) The reactants are [F:1][C:2]1[C:11](OS(C(F)(F)F)(=O)=O)=[CH:10][CH:9]=[C:8]([F:20])[C:3]=1[C:4]([O:6][CH3:7])=[O:5].[F:21][C:22]1[CH:23]=[C:24](B(O)O)[CH:25]=[CH:26][CH:27]=1.C([O-])([O-])=O.[K+].[K+]. The catalyst is CO.O1CCOCC1.C1C=CC([P]([Pd]([P](C2C=CC=CC=2)(C2C=CC=CC=2)C2C=CC=CC=2)([P](C2C=CC=CC=2)(C2C=CC=CC=2)C2C=CC=CC=2)[P](C2C=CC=CC=2)(C2C=CC=CC=2)C2C=CC=CC=2)(C2C=CC=CC=2)C2C=CC=CC=2)=CC=1. The product is [F:1][C:2]1[C:11]([C:26]2[CH:25]=[CH:24][CH:23]=[C:22]([F:21])[CH:27]=2)=[CH:10][CH:9]=[C:8]([F:20])[C:3]=1[C:4]([O:6][CH3:7])=[O:5]. The yield is 0.680. (6) The reactants are [F:1][C:2]([F:12])([F:11])[O:3][C:4]1[CH:10]=[CH:9][C:7]([NH2:8])=[CH:6][CH:5]=1.Cl[C:14]1[C:15](=[O:33])[N:16]([CH2:26][C:27]2[CH:28]=[N:29][CH:30]=[CH:31][CH:32]=2)[C:17](=[O:25])[C:18]=1[C:19]1[CH:24]=[CH:23][CH:22]=[CH:21][CH:20]=1.O. The catalyst is CC#N. The product is [C:19]1([C:18]2[C:17](=[O:25])[N:16]([CH2:26][C:27]3[CH:28]=[N:29][CH:30]=[CH:31][CH:32]=3)[C:15](=[O:33])[C:14]=2[NH:8][C:7]2[CH:9]=[CH:10][C:4]([O:3][C:2]([F:11])([F:12])[F:1])=[CH:5][CH:6]=2)[CH:24]=[CH:23][CH:22]=[CH:21][CH:20]=1. The yield is 0.450.